This data is from Catalyst prediction with 721,799 reactions and 888 catalyst types from USPTO. The task is: Predict which catalyst facilitates the given reaction. (1) Reactant: [F:1][C:2]1[CH:7]=[C:6]([F:8])[CH:5]=[C:4]([F:9])[CH:3]=1.C([N-]C(C)C)(C)C.[Li+].[CH2:18]([N:20]([CH2:42][CH3:43])[C@H:21]1[CH2:24][C@H:23]([CH2:25][N:26]2[C:34]3[C:29](=[C:30]([C:36]([F:39])([F:38])[F:37])[CH:31]=[C:32]([I:35])[CH:33]=3)[C:28](=[O:40])[C:27]2=[O:41])[CH2:22]1)[CH3:19].C(=O)(O)[O-].[Na+]. Product: [F:1][C:2]1[CH:7]=[C:6]([F:8])[CH:5]=[C:4]([F:9])[C:3]=1[C:28]1([OH:40])[C:29]2[C:34](=[CH:33][C:32]([I:35])=[CH:31][C:30]=2[C:36]([F:38])([F:39])[F:37])[N:26]([CH2:25][C@H:23]2[CH2:22][C@H:21]([N:20]([CH2:18][CH3:19])[CH2:42][CH3:43])[CH2:24]2)[C:27]1=[O:41]. The catalyst class is: 7. (2) Reactant: C(OC(=O)[NH:7][CH:8]1[CH2:13][CH2:12][CH:11]([NH:14][C:15]2[N:20]=[C:19]3[N:21](COCC[Si](C)(C)C)[N:22]=[C:23]([C:24]4[CH:29]=[CH:28][CH:27]=[C:26]([NH:30][CH:31]([C:42]5[CH:47]=[CH:46][CH:45]=[CH:44][CH:43]=5)[CH2:32][CH2:33][NH:34]C(OC(C)(C)C)=O)[N:25]=4)[C:18]3=[CH:17][N:16]=2)[CH2:10][CH2:9]1)(C)(C)C.C(O)(C(F)(F)F)=O.Cl. Product: [NH2:34][CH2:33][CH2:32][CH:31]([NH:30][C:26]1[N:25]=[C:24]([C:23]2[C:18]3[C:19](=[N:20][C:15]([NH:14][CH:11]4[CH2:12][CH2:13][CH:8]([NH2:7])[CH2:9][CH2:10]4)=[N:16][CH:17]=3)[NH:21][N:22]=2)[CH:29]=[CH:28][CH:27]=1)[C:42]1[CH:47]=[CH:46][CH:45]=[CH:44][CH:43]=1. The catalyst class is: 4. (3) Reactant: [CH:1](/[C@@H:5]1[CH2:10][C@H:9]([N:11]([CH:13]([CH3:15])[CH3:14])[CH3:12])[CH2:8][CH2:7][C@@H:6]1[NH:16]C(=O)OCC1C=CC=CC=1)=[CH:2]/[CH2:3][CH3:4]. Product: [CH2:1]([C@H:5]1[C@@H:6]([NH2:16])[CH2:7][CH2:8][C@@H:9]([N:11]([CH:13]([CH3:14])[CH3:15])[CH3:12])[CH2:10]1)[CH2:2][CH2:3][CH3:4]. The catalyst class is: 105. (4) Reactant: [F:1][C:2]1[CH:3]=[C:4]([C:9]2(O)[CH2:14][CH2:13][N:12](C(OC(C)(C)C)=O)[CH2:11][CH2:10]2)[CH:5]=[CH:6][C:7]=1[F:8]. Product: [F:1][C:2]1[CH:3]=[C:4]([C:9]2[CH2:14][CH2:13][NH:12][CH2:11][CH:10]=2)[CH:5]=[CH:6][C:7]=1[F:8]. The catalyst class is: 55. (5) Reactant: C([NH:8][C:9]1[C:17]2[O:16][C:15]([CH3:19])([CH3:18])[C:14](=[O:20])[C:13]=2[C:12]([CH3:21])=[C:11]([CH3:22])[C:10]=1[CH3:23])C1C=CC=CC=1. Product: [NH2:8][C:9]1[C:17]2[O:16][C:15]([CH3:18])([CH3:19])[C:14](=[O:20])[C:13]=2[C:12]([CH3:21])=[C:11]([CH3:22])[C:10]=1[CH3:23]. The catalyst class is: 175. (6) Reactant: [NH2:1][C:2]1[N:7]=[CH:6][N:5]=[C:4]([NH:8][C@H:9]([C:11]2[N:16]([C:17]3[CH:22]=[CH:21][CH:20]=[CH:19][CH:18]=3)[C:15](=[O:23])[C:14]3=[C:24]([CH3:27])[CH:25]=[CH:26][N:13]3[N:12]=2)[CH3:10])[C:3]=1Br.[C:29]([O:33][C:34]([N:36]1[CH2:41][CH2:40][N:39]([C:42]2[CH:47]=[CH:46][C:45](B(O)O)=[CH:44][CH:43]=2)[CH2:38][CH2:37]1)=[O:35])([CH3:32])([CH3:31])[CH3:30].C(=O)([O-])[O-].[Cs+].[Cs+]. Product: [NH2:1][C:2]1[C:3]([C:45]2[CH:44]=[CH:43][C:42]([N:39]3[CH2:38][CH2:37][N:36]([C:34]([O:33][C:29]([CH3:32])([CH3:31])[CH3:30])=[O:35])[CH2:41][CH2:40]3)=[CH:47][CH:46]=2)=[C:4]([NH:8][C@H:9]([C:11]2[N:16]([C:17]3[CH:22]=[CH:21][CH:20]=[CH:19][CH:18]=3)[C:15](=[O:23])[C:14]3=[C:24]([CH3:27])[CH:25]=[CH:26][N:13]3[N:12]=2)[CH3:10])[N:5]=[CH:6][N:7]=1. The catalyst class is: 155. (7) Reactant: [Br:1][C:2]1[CH:7]=[CH:6][C:5]([S:8][CH2:9][CH:10](OCC)OCC)=[CH:4][C:3]=1[F:17]. Product: [Br:1][C:2]1[CH:7]=[CH:6][C:5]2[S:8][CH:9]=[CH:10][C:4]=2[C:3]=1[F:17].[Br:1][C:2]1[C:3]([F:17])=[CH:4][C:5]2[S:8][CH:9]=[CH:10][C:6]=2[CH:7]=1. The catalyst class is: 159. (8) Reactant: [Cl:1][C:2]1[CH:7]=[CH:6][N:5]2[N:8]=[CH:9][C:10]([C:11](Cl)=[O:12])=[C:4]2[N:3]=1.Cl.[F:15][C:16]1[CH:17]=[C:18]([CH:27]([NH2:31])[CH2:28][O:29][CH3:30])[CH:19]=[CH:20][C:21]=1[O:22][C:23]([F:26])([F:25])[F:24].C(N(CC)CC)C.O. Product: [Cl:1][C:2]1[CH:7]=[CH:6][N:5]2[N:8]=[CH:9][C:10]([C:11]([NH:31][CH:27]([C:18]3[CH:19]=[CH:20][C:21]([O:22][C:23]([F:24])([F:25])[F:26])=[C:16]([F:15])[CH:17]=3)[CH2:28][O:29][CH3:30])=[O:12])=[C:4]2[N:3]=1. The catalyst class is: 9. (9) Reactant: [F:1][C:2]1[CH:3]=[C:4]([C:9]2[C:10]([CH:19](O)[CH3:20])=[CH:11][CH:12]=[C:13]3[C:18]=2[N:17]=[CH:16][CH:15]=[CH:14]3)[CH:5]=[C:6]([F:8])[CH:7]=1.C(N(CC)CC)C.CS(Cl)(=O)=O.[N-:34]=[N+:35]=[N-:36].[Na+]. Product: [N:34]([CH:19]([C:10]1[C:9]([C:4]2[CH:3]=[C:2]([F:1])[CH:7]=[C:6]([F:8])[CH:5]=2)=[C:18]2[C:13]([CH:14]=[CH:15][CH:16]=[N:17]2)=[CH:12][CH:11]=1)[CH3:20])=[N+:35]=[N-:36]. The catalyst class is: 124. (10) Reactant: [CH2:1]([O:8][C:9]1[CH:10]=[C:11]2[C:16](=[CH:17][C:18]=1[O:19][CH3:20])[CH:15](/[CH:21]=[CH:22]/[C:23]1[CH:28]=[C:27]([O:29][CH2:30][C:31]3[CH:36]=[CH:35][CH:34]=[CH:33][CH:32]=3)[C:26]([O:37][CH3:38])=[CH:25][C:24]=1[CH3:39])[NH:14][CH2:13][CH2:12]2)[C:2]1[CH:7]=[CH:6][CH:5]=[CH:4][CH:3]=1.[NH2:40][C:41]1[N:46]=[C:45]([C:47](O)=[O:48])[CH:44]=[CH:43][CH:42]=1.CCN(C(C)C)C(C)C.CN(C(ON1N=NC2C=CC=NC1=2)=[N+](C)C)C.F[P-](F)(F)(F)(F)F. Product: [NH2:40][C:41]1[N:46]=[C:45]([C:47]([N:14]2[CH2:13][CH2:12][C:11]3[C:16](=[CH:17][C:18]([O:19][CH3:20])=[C:9]([O:8][CH2:1][C:2]4[CH:7]=[CH:6][CH:5]=[CH:4][CH:3]=4)[CH:10]=3)[CH:15]2/[CH:21]=[CH:22]/[C:23]2[CH:28]=[C:27]([O:29][CH2:30][C:31]3[CH:32]=[CH:33][CH:34]=[CH:35][CH:36]=3)[C:26]([O:37][CH3:38])=[CH:25][C:24]=2[CH3:39])=[O:48])[CH:44]=[CH:43][CH:42]=1. The catalyst class is: 329.